This data is from Full USPTO retrosynthesis dataset with 1.9M reactions from patents (1976-2016). The task is: Predict the reactants needed to synthesize the given product. (1) Given the product [CH2:1]([N:8]1[C:16](=[O:17])[C:15]2[C:10](=[CH:11][CH:12]=[CH:13][CH:14]=2)[CH:9]1[CH2:18][CH2:19][C:20]([NH:34][C:35]1[CH:43]=[CH:42][C:38]([C:39]([OH:41])=[O:40])=[CH:37][N:36]=1)=[O:21])[C:2]1[CH:3]=[CH:4][CH:5]=[CH:6][CH:7]=1, predict the reactants needed to synthesize it. The reactants are: [CH2:1]([N:8]1[C:16](=[O:17])[C:15]2[C:10](=[CH:11][CH:12]=[CH:13][CH:14]=2)[CH:9]1[CH2:18][CH2:19][C:20](NC1SC=CN=1)=[O:21])[C:2]1[CH:7]=[CH:6][CH:5]=[CH:4][CH:3]=1.C(Cl)(=O)C(Cl)=O.[NH2:34][C:35]1[CH:43]=[CH:42][C:38]([C:39]([OH:41])=[O:40])=[CH:37][N:36]=1.C(N(C(C)C)CC)(C)C. (2) Given the product [CH2:2]([O:6][C:7]1[CH:8]=[C:9]([CH:14]=[CH:15][C:16]=1[I:17])[C:10]([O:12][CH3:13])=[O:11])[CH2:3][CH2:4][CH3:5], predict the reactants needed to synthesize it. The reactants are: I[CH2:2][CH2:3][CH2:4][CH3:5].[OH:6][C:7]1[CH:8]=[C:9]([CH:14]=[CH:15][C:16]=1[I:17])[C:10]([O:12][CH3:13])=[O:11].C(=O)([O-])[O-].[K+].[K+].O. (3) Given the product [C:31]1([CH3:62])[CH:32]=[CH:33][C:34]([NH:37][C:38](=[O:61])[NH:39][C:40]2[CH:45]=[CH:44][C:43]([C:46]3[S:50][C:49]([CH:51]4[CH2:52][CH2:53][CH:54]([C:57]([OH:59])=[O:58])[CH2:55][CH2:56]4)=[N:48][CH:47]=3)=[CH:42][CH:41]=2)=[CH:35][CH:36]=1, predict the reactants needed to synthesize it. The reactants are: FC(F)(F)C1C=C(NC(=O)NC2C=CC(C3SC(CCC(O)=O)=NC=3)=CC=2)C=CC=1.[C:31]1([CH3:62])[CH:36]=[CH:35][C:34]([NH:37][C:38](=[O:61])[NH:39][C:40]2[CH:45]=[CH:44][C:43]([C:46]3[S:50][C:49]([CH:51]4[CH2:56][CH2:55][CH:54]([C:57]([O:59]C)=[O:58])[CH2:53][CH2:52]4)=[N:48][CH:47]=3)=[CH:42][CH:41]=2)=[CH:33][CH:32]=1. (4) Given the product [Cl:1][C:2]1[CH:7]=[CH:6][C:5]([C:8]2[S:9][C:10]([CH2:21][CH3:22])=[C:11]([C:13]3[C:14](=[O:20])[CH:15]([CH:37]([OH:38])[CH:34]4[CH2:35][CH2:36][O:31][CH2:32][CH2:33]4)[CH2:16][C:17]=3[O:18][CH3:19])[N:12]=2)=[CH:4][CH:3]=1, predict the reactants needed to synthesize it. The reactants are: [Cl:1][C:2]1[CH:7]=[CH:6][C:5]([C:8]2[S:9][C:10]([CH2:21][CH3:22])=[C:11]([C:13]3[C:14](=[O:20])[CH2:15][CH2:16][C:17]=3[O:18][CH3:19])[N:12]=2)=[CH:4][CH:3]=1.C([N-]C(C)C)(C)C.[Li+].[O:31]1[CH2:36][CH2:35][CH:34]([CH:37]=[O:38])[CH2:33][CH2:32]1. (5) Given the product [F:1][C:2]1[CH:3]=[C:4]([C@H:8]2[CH2:9][CH2:10][C@@H:11]([CH2:13][OH:14])[N:12]2[C:16]2[CH:21]=[CH:20][N:19]3[N:22]=[CH:23][C:24]([C:25]([O:27][CH2:28][CH3:29])=[O:26])=[C:18]3[N:17]=2)[CH:5]=[N:6][CH:7]=1, predict the reactants needed to synthesize it. The reactants are: [F:1][C:2]1[CH:3]=[C:4]([C@@H:8]2[NH:12][C@H:11]([CH2:13][OH:14])[CH2:10][CH2:9]2)[CH:5]=[N:6][CH:7]=1.Cl[C:16]1[CH:21]=[CH:20][N:19]2[N:22]=[CH:23][C:24]([C:25]([O:27][CH2:28][CH3:29])=[O:26])=[C:18]2[N:17]=1.CCN(C(C)C)C(C)C.